Dataset: Reaction yield outcomes from USPTO patents with 853,638 reactions. Task: Predict the reaction yield, written as a fraction of the theoretical maximum amount of product (1.0 means a 100% yield; for example, 0.34 means a 34% yield). (1) The reactants are [H-].[Na+].[CH3:3][O:4][C:5]1[CH:6]=[C:7]([OH:18])[CH:8]=[CH:9][C:10]=1[CH2:11][N:12]1[CH2:17][CH2:16][O:15][CH2:14][CH2:13]1.CS(O[CH:24]1[CH2:27][N:26]([C:28]([O:30][C:31]([CH3:34])([CH3:33])[CH3:32])=[O:29])[CH2:25]1)(=O)=O.[OH-].[Na+]. The catalyst is CN(C=O)C.O. The product is [CH3:3][O:4][C:5]1[CH:6]=[C:7]([CH:8]=[CH:9][C:10]=1[CH2:11][N:12]1[CH2:17][CH2:16][O:15][CH2:14][CH2:13]1)[O:18][CH:24]1[CH2:25][N:26]([C:28]([O:30][C:31]([CH3:34])([CH3:33])[CH3:32])=[O:29])[CH2:27]1. The yield is 1.04. (2) The yield is 1.00. The product is [NH2:10][CH2:9][CH:8]([C:7]1[C:2]([CH3:1])=[C:3]([NH:28][C:29](=[O:38])[O:30][CH2:31][C:32]2[CH:37]=[CH:36][CH:35]=[CH:34][CH:33]=2)[CH:4]=[CH:5][CH:6]=1)[C:13]1[C:21]2[C:16](=[CH:17][C:18]([O:22][CH:23]3[CH2:27][CH2:26][O:25][CH2:24]3)=[CH:19][CH:20]=2)[NH:15][CH:14]=1. The reactants are [CH3:1][C:2]1[C:7]([CH:8]([C:13]2[C:21]3[C:16](=[CH:17][C:18]([O:22][CH:23]4[CH2:27][CH2:26][O:25][CH2:24]4)=[CH:19][CH:20]=3)[NH:15][CH:14]=2)[CH2:9][N+:10]([O-])=O)=[CH:6][CH:5]=[CH:4][C:3]=1[NH:28][C:29](=[O:38])[O:30][CH2:31][C:32]1[CH:37]=[CH:36][CH:35]=[CH:34][CH:33]=1.[Cl-].[NH4+]. The catalyst is O1CCCC1.CO.C(OCC)(=O)C.[Zn]. (3) The reactants are C([O:3][P:4]([CH2:9][CH2:10][N:11]1[CH2:16][CH2:15][N:14]([CH2:17][C:18]2[CH:23]=[CH:22][C:21]([C:24](=[O:46])[NH:25][C:26]3[CH:31]=[CH:30][C:29]([CH3:32])=[C:28]([NH:33][C:34]4[N:39]=[C:38]([C:40]5[CH:41]=[N:42][CH:43]=[CH:44][CH:45]=5)[CH:37]=[CH:36][N:35]=4)[CH:27]=3)=[CH:20][CH:19]=2)[CH2:13][CH2:12]1)(=[O:8])[O:5]CC)C.C[Si](Br)(C)C. The catalyst is CN(C=O)C. The product is [CH3:32][C:29]1[CH:30]=[CH:31][C:26]([NH:25][C:24]([C:21]2[CH:20]=[CH:19][C:18]([CH2:17][N:14]3[CH2:13][CH2:12][N:11]([CH2:10][CH2:9][P:4](=[O:3])([OH:5])[OH:8])[CH2:16][CH2:15]3)=[CH:23][CH:22]=2)=[O:46])=[CH:27][C:28]=1[NH:33][C:34]1[N:39]=[C:38]([C:40]2[CH:41]=[N:42][CH:43]=[CH:44][CH:45]=2)[CH:37]=[CH:36][N:35]=1. The yield is 0.500. (4) The reactants are F[C:2]1[CH:7]=[CH:6][C:5]([N+:8]([O-:10])=[O:9])=[CH:4][C:3]=1[C:11]1[C:19]2[C:14](=[C:15]([O:20][CH3:21])[N:16]=[CH:17][CH:18]=2)[N:13]([CH3:22])[CH:12]=1.[NH2:23][C:24]1[CH:29]=[CH:28][CH:27]=[CH:26][N:25]=1.CC([O-])(C)C.[K+]. The catalyst is CS(C)=O. The product is [CH3:21][O:20][C:15]1[N:16]=[CH:17][CH:18]=[C:19]2[C:11]([C:3]3[CH:4]=[C:5]([N+:8]([O-:10])=[O:9])[CH:6]=[CH:7][C:2]=3[NH:23][C:24]3[CH:29]=[CH:28][CH:27]=[CH:26][N:25]=3)=[CH:12][N:13]([CH3:22])[C:14]=12. The yield is 0.770. (5) The reactants are [CH:1]12[CH:6]([NH:7][C:8](=[O:14])[O:9][C:10]([CH3:13])([CH3:12])[CH3:11])[CH:5]1[CH2:4][NH:3][CH2:2]2.Br[CH2:16][CH2:17][OH:18].C(Cl)(Cl)Cl.CO. The catalyst is C(#N)C. The yield is 0.460. The product is [OH:18][CH2:17][CH2:16][N:3]1[CH2:2][CH:1]2[CH:5]([CH:6]2[NH:7][C:8](=[O:14])[O:9][C:10]([CH3:11])([CH3:13])[CH3:12])[CH2:4]1. (6) The reactants are [F:1][C:2]1[CH:3]=[CH:4][C:5]([N+:17]([O-])=O)=[C:6]([CH:8]([C:13]([O:15][CH3:16])=[O:14])[C:9](OC)=[O:10])[CH:7]=1.[H][H]. The catalyst is [Pd].CO. The product is [F:1][C:2]1[CH:7]=[C:6]2[C:5](=[CH:4][CH:3]=1)[NH:17][C:9](=[O:10])[CH:8]2[C:13]([O:15][CH3:16])=[O:14]. The yield is 0.940. (7) The reactants are [Cu]([C:4]#[N:5])C#N.Br[C:7]1[CH:8]=[CH:9][C:10](/[C:15](/[C:34]2[CH:39]=[CH:38][C:37]([C:40]([CH3:43])([CH3:42])[CH3:41])=[CH:36][CH:35]=2)=[CH:16]/[C@@H:17]2[N:21]([CH2:22][C:23]3[CH:28]=[CH:27][C:26]([O:29][CH3:30])=[CH:25][C:24]=3[O:31][CH3:32])[C:20](=[O:33])[CH2:19][CH2:18]2)=[N:11][C:12]=1[O:13][CH3:14].O. The catalyst is CN(C)C=O. The product is [C:40]([C:37]1[CH:36]=[CH:35][C:34](/[C:15](/[C:10]2[N:11]=[C:12]([O:13][CH3:14])[C:7]([C:4]#[N:5])=[CH:8][CH:9]=2)=[CH:16]\[C@H:17]2[CH2:18][CH2:19][C:20](=[O:33])[N:21]2[CH2:22][C:23]2[CH:28]=[CH:27][C:26]([O:29][CH3:30])=[CH:25][C:24]=2[O:31][CH3:32])=[CH:39][CH:38]=1)([CH3:43])([CH3:41])[CH3:42]. The yield is 0.400. (8) The reactants are [CH2:1]([CH:3]([CH2:17][CH3:18])[C@@H:4]([C:14]([NH2:16])=[O:15])[NH:5][C@H](C1C=CC=CC=1)C)[CH3:2]. The catalyst is [Pd]. The product is [CH2:1]([CH:3]([CH2:17][CH3:18])[C@@H:4]([C:14]([NH2:16])=[O:15])[NH2:5])[CH3:2]. The yield is 0.930. (9) The reactants are ClC(Cl)(O[C:5](=[O:11])OC(Cl)(Cl)Cl)Cl.[CH2:13]([N:20]1[CH:24]=[C:23]([C@@H:25]2[NH:30][CH2:29][CH2:28][N:27]3[C:31](=[O:34])[CH2:32][CH2:33][C@@H:26]23)[C:22]([CH3:35])=[N:21]1)[C:14]1[CH:19]=[CH:18][CH:17]=[CH:16][CH:15]=1.[F:36][C:37]([F:53])([F:52])[C:38]1[CH:39]=[C:40]([C@H:48]([NH:50][CH3:51])[CH3:49])[CH:41]=[C:42]([C:44]([F:47])([F:46])[F:45])[CH:43]=1. The catalyst is CCOC(C)=O.CN(C1C=CN=CC=1)C. The product is [CH2:13]([N:20]1[CH:24]=[C:23]([C@@H:25]2[N:30]([C:5]([N:50]([C@@H:48]([C:40]3[CH:41]=[C:42]([C:44]([F:45])([F:46])[F:47])[CH:43]=[C:38]([C:37]([F:36])([F:52])[F:53])[CH:39]=3)[CH3:49])[CH3:51])=[O:11])[CH2:29][CH2:28][N:27]3[C:31](=[O:34])[CH2:32][CH2:33][C@@H:26]23)[C:22]([CH3:35])=[N:21]1)[C:14]1[CH:19]=[CH:18][CH:17]=[CH:16][CH:15]=1. The yield is 0.310.